This data is from Catalyst prediction with 721,799 reactions and 888 catalyst types from USPTO. The task is: Predict which catalyst facilitates the given reaction. Reactant: C([O:3][C:4]([C:6]1[N:7]=[C:8]2[CH:13]=[C:12]([NH:14][C:15]([C:17]3[N:29]([CH2:30][C:31]4[CH:36]=[CH:35][CH:34]=[C:33]([F:37])[CH:32]=4)[C:20]4=[N:21][CH:22]=[C:23]([C:25]([F:28])([F:27])[F:26])[CH:24]=[C:19]4[CH:18]=3)=[O:16])[CH:11]=[CH:10][N:9]2[CH:38]=1)=O)C.[H-].[H-].[H-].[H-].[Li+].[Al+3]. Product: [OH:3][CH2:4][C:6]1[N:7]=[C:8]2[CH:13]=[C:12]([NH:14][C:15]([C:17]3[N:29]([CH2:30][C:31]4[CH:36]=[CH:35][CH:34]=[C:33]([F:37])[CH:32]=4)[C:20]4=[N:21][CH:22]=[C:23]([C:25]([F:26])([F:28])[F:27])[CH:24]=[C:19]4[CH:18]=3)=[O:16])[CH:11]=[CH:10][N:9]2[CH:38]=1. The catalyst class is: 7.